Dataset: Full USPTO retrosynthesis dataset with 1.9M reactions from patents (1976-2016). Task: Predict the reactants needed to synthesize the given product. (1) Given the product [CH3:8][C-:3]1[CH:7]=[CH:6][CH:5]=[CH:4]1.[C-:8]1([CH3:14])[CH:12]=[CH:11][CH:10]=[CH:9]1.[Ti+2:13], predict the reactants needed to synthesize it. The reactants are: [Cl-].[Cl-].[CH-:3]1[CH:7]=[CH:6][CH:5]=[CH:4]1.[CH-:8]1[CH:12]=[CH:11][CH:10]=[CH:9]1.[Ti+2:13].[CH3:14][Mg]Cl.C1COCC1. (2) Given the product [NH2:1][C:4]1[CH:5]=[CH:6][C:7](/[CH:10]=[C:11](\[CH3:17])/[C:12]([O:14][CH2:15][CH3:16])=[O:13])=[CH:8][CH:9]=1, predict the reactants needed to synthesize it. The reactants are: [N+:1]([C:4]1[CH:9]=[CH:8][C:7](/[CH:10]=[C:11](\[CH3:17])/[C:12]([O:14][CH2:15][CH3:16])=[O:13])=[CH:6][CH:5]=1)([O-])=O.[Cl-].[NH4+]. (3) The reactants are: [CH3:1][O:2][CH2:3][CH2:4][O:5][C:6]1[CH:11]=[CH:10][N:9]2[C:12]([C:15]3[CH:24]=[CH:23][C:22]4[C:17](=[C:18]([N:25]5[CH2:30][CH2:29][C:28]([NH:32]C(=O)OCC6C=CC=CC=6)([CH3:31])[CH2:27][CH2:26]5)[CH:19]=[CH:20][CH:21]=4)[N:16]=3)=[CH:13][N:14]=[C:8]2[CH:7]=1.Cl. Given the product [CH3:1][O:2][CH2:3][CH2:4][O:5][C:6]1[CH:11]=[CH:10][N:9]2[C:12]([C:15]3[CH:24]=[CH:23][C:22]4[C:17](=[C:18]([N:25]5[CH2:26][CH2:27][C:28]([CH3:31])([NH2:32])[CH2:29][CH2:30]5)[CH:19]=[CH:20][CH:21]=4)[N:16]=3)=[CH:13][N:14]=[C:8]2[CH:7]=1, predict the reactants needed to synthesize it. (4) Given the product [F:26][C:27]1[CH:28]=[CH:29][C:30]([N+:36]([O-:38])=[O:37])=[C:31]([C:33](=[S:10])[NH2:35])[CH:32]=1, predict the reactants needed to synthesize it. The reactants are: COC1C=CC(P2(=S)SP(=S)(C3C=CC(OC)=CC=3)[S:10]2)=CC=1.C(Cl)Cl.[F:26][C:27]1[CH:28]=[CH:29][C:30]([N+:36]([O-:38])=[O:37])=[C:31]([C:33]([NH2:35])=O)[CH:32]=1. (5) Given the product [C:20]([O:19][C:17]([NH:16][C@@H:4]([CH2:5][C:6]1[CH:7]=[CH:8][C:9]([O:12][CH2:13][CH2:14][CH3:15])=[CH:10][CH:11]=1)[C:3]([NH:69][O:68][C:49]([C:50]1[CH:55]=[CH:54][CH:53]=[CH:52][CH:51]=1)([C:62]1[CH:63]=[CH:64][CH:65]=[CH:66][CH:67]=1)[C:56]1[CH:57]=[CH:58][CH:59]=[CH:60][CH:61]=1)=[O:24])=[O:18])([CH3:21])([CH3:22])[CH3:23], predict the reactants needed to synthesize it. The reactants are: CO[C:3](=[O:24])[C@@H:4]([NH:16][C:17]([O:19][C:20]([CH3:23])([CH3:22])[CH3:21])=[O:18])[CH2:5][C:6]1[CH:11]=[CH:10][C:9]([O:12][CH2:13][CH2:14][CH3:15])=[CH:8][CH:7]=1.[OH-].[Na+].CCN=C=NCCCN(C)C.Cl.C1C=CC2N(O)N=NC=2C=1.[C:49]([O:68][NH2:69])([C:62]1[CH:67]=[CH:66][CH:65]=[CH:64][CH:63]=1)([C:56]1[CH:61]=[CH:60][CH:59]=[CH:58][CH:57]=1)[C:50]1[CH:55]=[CH:54][CH:53]=[CH:52][CH:51]=1. (6) Given the product [Cl:33][C:34]1[CH:41]=[CH:40][CH:39]=[CH:38][C:35]=1[C:36]([N:24]1[CH2:25][CH:26]([C:27]2[CH:28]=[CH:29][CH:30]=[CH:31][CH:32]=2)[CH:22]([CH2:21][N:13]([CH:11]([C:1]2[C:10]3[C:5](=[CH:6][CH:7]=[CH:8][CH:9]=3)[CH:4]=[CH:3][CH:2]=2)[CH3:12])[C:14](=[O:20])[O:15][C:16]([CH3:18])([CH3:19])[CH3:17])[CH2:23]1)=[O:37], predict the reactants needed to synthesize it. The reactants are: [C:1]1([C@H:11]([N:13]([CH2:21][CH:22]2[CH:26]([C:27]3[CH:32]=[CH:31][CH:30]=[CH:29][CH:28]=3)[CH2:25][NH:24][CH2:23]2)[C:14](=[O:20])[O:15][C:16]([CH3:19])([CH3:18])[CH3:17])[CH3:12])[C:10]2[C:5](=[CH:6][CH:7]=[CH:8][CH:9]=2)[CH:4]=[CH:3][CH:2]=1.[Cl:33][C:34]1[CH:41]=[CH:40][CH:39]=[CH:38][C:35]=1[CH:36]=[O:37].C(O[BH-](OC(=O)C)OC(=O)C)(=O)C.[N-]=C=O.